From a dataset of Full USPTO retrosynthesis dataset with 1.9M reactions from patents (1976-2016). Predict the reactants needed to synthesize the given product. (1) Given the product [CH:1]1([C:22]2[C:23]([C:51]#[N:52])=[CH:24][CH:25]=[C:26]3[C:34]=2[NH:33][C:32]2[C:31]([CH3:35])([CH3:36])[C:30]4[CH:37]=[C:38]([O:41][CH2:42][C@H:43]5[CH2:47][O:46][C:45]([CH3:48])([CH3:49])[O:44]5)[CH:39]=[CH:40][C:29]=4[C:28](=[O:50])[C:27]3=2)[CH2:3][CH2:2]1, predict the reactants needed to synthesize it. The reactants are: [CH:1]1(B2OC(C)(C)C(C)(C)O2)[CH2:3][CH2:2]1.P([O-])([O-])([O-])=O.[K+].[K+].[K+].Br[C:22]1[C:23]([C:51]#[N:52])=[CH:24][CH:25]=[C:26]2[C:34]=1[NH:33][C:32]1[C:31]([CH3:36])([CH3:35])[C:30]3[CH:37]=[C:38]([O:41][CH2:42][C@H:43]4[CH2:47][O:46][C:45]([CH3:49])([CH3:48])[O:44]4)[CH:39]=[CH:40][C:29]=3[C:28](=[O:50])[C:27]2=1.C1(P(C2CCCCC2)C2CCCCC2)CCCCC1.Cl. (2) Given the product [Cl:3][C:4]1[CH:12]=[CH:11][C:7]([C:8]([NH:2][CH3:1])=[O:9])=[CH:6][N:5]=1, predict the reactants needed to synthesize it. The reactants are: [CH3:1][NH2:2].[Cl:3][C:4]1[CH:12]=[CH:11][C:7]([C:8](O)=[O:9])=[CH:6][N:5]=1. (3) Given the product [NH:1]1[C:9]2[C:4](=[CH:5][CH:6]=[CH:7][CH:8]=2)[C:3](/[CH:10]=[CH:11]/[C:12]2[CH:20]=[CH:19][CH:18]=[CH:17][C:13]=2[C:14]2[O:16][C:23]3[CH:24]=[CH:25][CH:26]=[CH:27][C:22]=3[N:21]=2)=[N:2]1, predict the reactants needed to synthesize it. The reactants are: [NH:1]1[C:9]2[C:4](=[CH:5][CH:6]=[CH:7][CH:8]=2)[C:3](/[CH:10]=[CH:11]/[C:12]2[CH:20]=[CH:19][CH:18]=[CH:17][C:13]=2[C:14]([OH:16])=O)=[N:2]1.[NH2:21][C:22]1[CH:27]=[CH:26][CH:25]=[CH:24][C:23]=1O.O.ON1C2C=CC=CC=2N=N1.C(Cl)CCl.O.C1(C)C=CC(S(O)(=O)=O)=CC=1. (4) Given the product [CH2:1]([C:3]1[CH:8]=[C:7]([OH:9])[C:6]([F:18])=[CH:5][C:4]=1[C:19]1[N:24]=[C:23]([NH:25][CH2:26][C:27]2[CH:32]=[CH:31][CH:30]=[CH:29][C:28]=2[N:33]([CH3:38])[S:34]([CH3:37])(=[O:36])=[O:35])[C:22]2[C:39]([C:52]3[NH:53][CH:54]=[CH:55][N:56]=3)=[N:40][NH:41][C:21]=2[CH:20]=1)[CH3:2], predict the reactants needed to synthesize it. The reactants are: [CH2:1]([C:3]1[CH:8]=[C:7]([O:9]COCC[Si](C)(C)C)[C:6]([F:18])=[CH:5][C:4]=1[C:19]1[N:24]=[C:23]([NH:25][CH2:26][C:27]2[CH:32]=[CH:31][CH:30]=[CH:29][C:28]=2[N:33]([CH3:38])[S:34]([CH3:37])(=[O:36])=[O:35])[C:22]2[C:39](I)=[N:40][N:41](COCC[Si](C)(C)C)[C:21]=2[CH:20]=1)[CH3:2].Br[C:52]1[N:53](COCC[Si](C)(C)C)[CH:54]=[CH:55][N:56]=1.CCCC[Sn](CCCC)CCCC.CCCC[Sn](CCCC)CCCC.C(O)(C(F)(F)F)=O. (5) Given the product [NH2:1][C:2]1[N:7]=[CH:6][C:5]([C:8]2[CH:9]=[CH:10][C:11]3[N:12]([CH:14]=[C:15]([NH:17][C:18](=[O:27])[CH2:19][O:20][CH:21]4[CH2:26][CH2:25][N:24]([CH2:32][CH3:33])[CH2:23][CH2:22]4)[N:16]=3)[CH:13]=2)=[CH:4][C:3]=1[C:28]([F:30])([F:29])[F:31], predict the reactants needed to synthesize it. The reactants are: [NH2:1][C:2]1[N:7]=[CH:6][C:5]([C:8]2[CH:9]=[CH:10][C:11]3[N:12]([CH:14]=[C:15]([NH:17][C:18](=[O:27])[CH2:19][O:20][CH:21]4[CH2:26][CH2:25][NH:24][CH2:23][CH2:22]4)[N:16]=3)[CH:13]=2)=[CH:4][C:3]=1[C:28]([F:31])([F:30])[F:29].[C:32](O)(=O)[CH3:33].C(=O)C.C([BH3-])#N.[Na+]. (6) Given the product [CH2:1]([O:8][CH2:9][N:10]1[CH2:16][CH2:15][CH2:14][N:13]([C:17]([O:19][C:20]([CH3:21])([CH3:23])[CH3:22])=[O:18])[C:12](=[CH2:26])[C:11]1=[O:24])[C:2]1[CH:3]=[CH:4][CH:5]=[CH:6][CH:7]=1, predict the reactants needed to synthesize it. The reactants are: [CH2:1]([O:8][CH2:9][N:10]1[CH2:16][CH2:15][CH2:14][N:13]([C:17]([O:19][C:20]([CH3:23])([CH3:22])[CH3:21])=[O:18])[CH2:12][C:11]1=[O:24])[C:2]1[CH:7]=[CH:6][CH:5]=[CH:4][CH:3]=1.Cl[CH2:26]OCC1C=CC=CC=1. (7) Given the product [NH2:17][C:15]1[CH:16]=[C:11]2[CH:10]=[C:9]([C:7]([N:4]3[CH2:5][CH2:6][O:1][CH2:2][CH2:3]3)=[O:8])[NH:20][C:12]2=[N:13][CH:14]=1, predict the reactants needed to synthesize it. The reactants are: [O:1]1[CH2:6][CH2:5][N:4]([C:7]([C:9]2[NH:20][C:12]3=[N:13][CH:14]=[C:15]([N+:17]([O-])=O)[CH:16]=[C:11]3[CH:10]=2)=[O:8])[CH2:3][CH2:2]1.[H][H].